This data is from Full USPTO retrosynthesis dataset with 1.9M reactions from patents (1976-2016). The task is: Predict the reactants needed to synthesize the given product. (1) Given the product [F:28][C:25]1[CH:24]=[CH:23][C:22]([CH2:21][N:18]2[CH2:17][CH:16]([CH2:29][CH2:30][N:31]([CH3:32])[C:33](=[O:35])[CH3:34])[N:7]3[C:8](=[O:15])[N:9]([CH:12]([CH3:14])[CH3:13])[C:10](=[O:11])[C:5]([OH:4])=[C:6]3[C:19]2=[O:20])=[CH:27][CH:26]=1, predict the reactants needed to synthesize it. The reactants are: C([O:4][C:5]1[C:10](=[O:11])[N:9]([CH:12]([CH3:14])[CH3:13])[C:8](=[O:15])[N:7]2[CH:16]([CH2:29][CH2:30][N:31]([C:33](=[O:35])[CH3:34])[CH3:32])[CH2:17][N:18]([CH2:21][C:22]3[CH:27]=[CH:26][C:25]([F:28])=[CH:24][CH:23]=3)[C:19](=[O:20])[C:6]=12)(=O)C.C(=O)([O-])[O-].[K+].[K+]. (2) Given the product [C:10]([O:9][C:8]([NH:7][CH2:6][C:5]1[CH:15]=[CH:16][C:2]([O:1][CH2:27][CH2:26][C:25]([O:29][CH3:30])=[O:28])=[CH:3][CH:4]=1)=[O:14])([CH3:12])([CH3:13])[CH3:11], predict the reactants needed to synthesize it. The reactants are: [OH:1][C:2]1[CH:16]=[CH:15][C:5]([CH2:6][NH:7][C:8](=[O:14])[O:9][C:10]([CH3:13])([CH3:12])[CH3:11])=[CH:4][CH:3]=1.C1(C=CC(O)=CC=1)O.[C:25]([O:29][CH3:30])(=[O:28])[CH:26]=[CH2:27]. (3) Given the product [CH3:1][S:2]([O:15][CH2:14][CH:13]([NH:16][C:17]([O:18][C:19]([CH3:20])([CH3:22])[CH3:21])=[O:23])[C:10]1[CH:11]=[CH:12][C:7]([Cl:6])=[CH:8][CH:9]=1)(=[O:4])=[O:3], predict the reactants needed to synthesize it. The reactants are: [CH3:1][S:2](Cl)(=[O:4])=[O:3].[Cl:6][C:7]1[CH:12]=[CH:11][C:10]([CH:13]([NH:16][C:17](=[O:23])[O:18][C:19]([CH3:22])([CH3:21])[CH3:20])[CH2:14][OH:15])=[CH:9][CH:8]=1.C(N(CC)C(C)C)(C)C. (4) Given the product [CH2:18]([O:20][C:21](=[O:24])[CH2:22][O:3][C:4]1[CH:5]=[CH:6][C:7]([CH:10]=[CH:11][C:12]2[CH:13]=[CH:14][CH:15]=[CH:16][CH:17]=2)=[CH:8][CH:9]=1)[CH3:19], predict the reactants needed to synthesize it. The reactants are: [H-].[Na+].[OH:3][C:4]1[CH:9]=[CH:8][C:7](/[CH:10]=[CH:11]/[C:12]2[CH:17]=[CH:16][CH:15]=[CH:14][CH:13]=2)=[CH:6][CH:5]=1.[CH2:18]([O:20][C:21](=[O:24])[CH2:22]I)[CH3:19]. (5) Given the product [C:10]([O:14][C:15]([N:17]1[CH2:20][CH:19]([C:28]2[CH:37]=[CH:36][C:35]3[CH2:34][CH2:33][CH:32]([NH:38][C:39]([O:41][CH2:42][CH3:43])=[O:40])[CH:31]([CH2:44][C:45]4[CH:50]=[CH:49][CH:48]=[C:47]([Cl:52])[CH:46]=4)[C:30]=3[CH:29]=2)[CH2:18]1)=[O:16])([CH3:13])([CH3:12])[CH3:11], predict the reactants needed to synthesize it. The reactants are: [Si](Cl)(C)(C)C.BrCCBr.[C:10]([O:14][C:15]([N:17]1[CH2:20][CH:19](I)[CH2:18]1)=[O:16])([CH3:13])([CH3:12])[CH3:11].FC(F)(F)S(O[C:28]1[CH:37]=[CH:36][C:35]2[CH2:34][CH2:33][CH:32]([NH:38][C:39]([O:41][CH2:42][CH3:43])=[O:40])[CH:31]([CH2:44][C:45]3[CH:50]=[CH:49][C:48](Cl)=[C:47]([Cl:52])[CH:46]=3)[C:30]=2[CH:29]=1)(=O)=O. (6) Given the product [C:20]([O:19][C:17]([N:24]1[CH2:29][CH2:28][C:27]2([NH:6][C:4](=[O:5])[C:3]3[CH:7]=[C:8]([N:11]4[CH2:12][CH2:13][O:14][CH2:15][CH2:16]4)[CH:9]=[CH:10][C:2]=3[O:1]2)[CH2:26][CH2:25]1)=[O:18])([CH3:23])([CH3:21])[CH3:22], predict the reactants needed to synthesize it. The reactants are: [OH:1][C:2]1[CH:10]=[CH:9][C:8]([N:11]2[CH2:16][CH2:15][O:14][CH2:13][CH2:12]2)=[CH:7][C:3]=1[C:4]([NH2:6])=[O:5].[C:17]([N:24]1[CH2:29][CH2:28][C:27](=O)[CH2:26][CH2:25]1)([O:19][C:20]([CH3:23])([CH3:22])[CH3:21])=[O:18].N1CCOCC1.C(O)(C(F)(F)F)=O. (7) Given the product [CH2:5]([O:4][CH2:3][CH2:2][S:12]([OH:15])(=[O:14])=[O:13])[C:6]1[CH:11]=[CH:10][CH:9]=[CH:8][CH:7]=1, predict the reactants needed to synthesize it. The reactants are: Br[CH2:2][CH2:3][O:4][CH2:5][C:6]1[CH:11]=[CH:10][CH:9]=[CH:8][CH:7]=1.[S:12]([O-])([O-:15])(=[O:14])=[O:13].[Na+].[Na+].Cl. (8) The reactants are: [C:8](O[C:8](=[O:13])[C:9]([CH3:12])([CH3:11])[CH3:10])(=[O:13])[C:9]([CH3:12])([CH3:11])[CH3:10].C(OC(=O)C)(=O)C.[CH3:21][O:22][NH:23][C:24](=[O:33])[CH2:25][CH2:26][CH2:27][CH2:28][CH2:29][CH2:30][CH2:31][CH3:32]. Given the product [CH3:21][O:22][N:23]([C:24](=[O:33])[CH2:25][CH2:26][CH2:27][CH2:28][CH2:29][CH2:30][CH2:31][CH3:32])[C:8](=[O:13])[C:9]([CH3:10])([CH3:11])[CH3:12], predict the reactants needed to synthesize it.